Dataset: Forward reaction prediction with 1.9M reactions from USPTO patents (1976-2016). Task: Predict the product of the given reaction. (1) Given the reactants [C:1](N)(=O)[C@@H:2]([CH3:4])[OH:3].F[B-](F)(F)F.C([O+](CC)CC)C.[Br:19][C:20]1[N:25]=[CH:24][C:23]([NH2:26])=[C:22]([NH:27][C@@H:28]([CH2:30][CH3:31])[CH3:29])[CH:21]=1, predict the reaction product. The product is: [Br:19][C:20]1[N:25]=[CH:24][C:23]2[N:26]=[C:1]([C@H:2]([OH:3])[CH3:4])[N:27]([C@@H:28]([CH2:30][CH3:31])[CH3:29])[C:22]=2[CH:21]=1. (2) Given the reactants BrC1C(N2CCN(CC3C=NC=CC=3)CC2)=C2N=C(C3C=CC(CN)=CC=3)NC2=NC=1.[CH2:32]([CH:39]1[CH2:44][CH2:43][N:42]([C:45]2[C:50]([Br:51])=[CH:49][N:48]=[C:47]3[NH:52][C:53]([C:55]4[CH:69]=[CH:68][C:58]([CH2:59][NH:60]C(=O)OC(C)(C)C)=[CH:57][CH:56]=4)=[N:54][C:46]=23)[CH2:41][CH2:40]1)[C:33]1[CH:38]=[CH:37][CH:36]=[CH:35][CH:34]=1.C(O)(C(F)(F)F)=O, predict the reaction product. The product is: [CH2:32]([CH:39]1[CH2:40][CH2:41][N:42]([C:45]2[C:50]([Br:51])=[CH:49][N:48]=[C:47]3[NH:52][C:53]([C:55]4[CH:69]=[CH:68][C:58]([CH2:59][NH2:60])=[CH:57][CH:56]=4)=[N:54][C:46]=23)[CH2:43][CH2:44]1)[C:33]1[CH:38]=[CH:37][CH:36]=[CH:35][CH:34]=1.